Predict the reactants needed to synthesize the given product. From a dataset of Full USPTO retrosynthesis dataset with 1.9M reactions from patents (1976-2016). (1) Given the product [Cl:1][C:2]1[CH:7]=[C:6]([Cl:8])[CH:5]=[CH:4][C:3]=1[C:9]1[NH:10][C:11](=[O:20])[C:12]2[N:13]([N:15]=[C:16]([CH2:18][N:25]3[CH2:26][CH2:27][N:22]([CH3:21])[CH2:23][CH2:24]3)[CH:17]=2)[CH:14]=1, predict the reactants needed to synthesize it. The reactants are: [Cl:1][C:2]1[CH:7]=[C:6]([Cl:8])[CH:5]=[CH:4][C:3]=1[C:9]1[NH:10][C:11](=[O:20])[C:12]2[N:13]([N:15]=[C:16]([CH:18]=O)[CH:17]=2)[CH:14]=1.[CH3:21][N:22]1[CH2:27][CH2:26][NH:25][CH2:24][CH2:23]1.C(O)(=O)C.C([BH3-])#N.[Na+].Cl. (2) Given the product [F:1][C:2]1[CH:7]=[CH:6][C:5]([N:8]2[CH2:13][CH2:12][CH:11]([C:14]([Cl:19])=[O:16])[CH2:10][CH2:9]2)=[CH:4][CH:3]=1, predict the reactants needed to synthesize it. The reactants are: [F:1][C:2]1[CH:7]=[CH:6][C:5]([N:8]2[CH2:13][CH2:12][CH:11]([C:14]([OH:16])=O)[CH2:10][CH2:9]2)=[CH:4][CH:3]=1.S(Cl)([Cl:19])=O. (3) Given the product [NH2:26][C@H:24]([C:23]1[N:22]=[C:21]2[CH:34]=[CH:35][N:36]([CH3:37])[C:20]2=[CH:19][C:18]=1[N:14]1[CH2:15][CH2:16][CH2:17][C@H:12]([N:3]2[C:4](=[O:11])[C:5]3[C:10](=[CH:9][CH:8]=[CH:7][CH:6]=3)[C:2]2=[O:1])[CH2:13]1)[CH3:25], predict the reactants needed to synthesize it. The reactants are: [O:1]=[C:2]1[C:10]2[C:5](=[CH:6][CH:7]=[CH:8][CH:9]=2)[C:4](=[O:11])[N:3]1[CH:12]1[CH2:17][CH2:16][CH2:15][N:14]([C:18]2[CH:19]=[C:20]3[N:36]([CH3:37])[CH:35]=[CH:34][C:21]3=[N:22][C:23]=2[C@@H:24]([NH:26]C(=O)OC(C)(C)C)[CH3:25])[CH2:13]1. (4) Given the product [CH3:44][O:43][C:35]1[CH:36]=[C:37]([C:38]([O:1][CH2:2][C:3]2[N:7]([CH2:8][CH2:9][CH2:10][CH2:11][CH2:12][CH2:13][CH2:14][CH3:15])[C:6](=[O:16])[N:5]([CH2:17][C:18]3[CH:23]=[CH:22][C:21]([CH3:24])=[CH:20][CH:19]=3)[N:4]=2)=[O:39])[CH:41]=[CH:42][C:34]=1[O:33][C:31]([CH3:45])([CH3:32])[C:30]([OH:46])=[O:29], predict the reactants needed to synthesize it. The reactants are: [OH:1][CH2:2][C:3]1[N:7]([CH2:8][CH2:9][CH2:10][CH2:11][CH2:12][CH2:13][CH2:14][CH3:15])[C:6](=[O:16])[N:5]([CH2:17][C:18]2[CH:23]=[CH:22][C:21]([CH3:24])=[CH:20][CH:19]=2)[N:4]=1.C([O:29][C:30](=[O:46])[C:31]([CH3:45])([O:33][C:34]1[CH:42]=[CH:41][C:37]([C:38](O)=[O:39])=[CH:36][C:35]=1[O:43][CH3:44])[CH3:32])(C)(C)C.C(Cl)CCl. (5) Given the product [Cl:1][C:2]1[CH:3]=[CH:4][CH:5]=[C:6]2[C:10]=1[N:9]([CH2:11][CH2:12][CH2:13][CH2:14][CH3:15])[N:8]=[C:7]2[C:16]1[CH:17]=[CH:18][C:19]([OH:22])=[CH:20][CH:21]=1, predict the reactants needed to synthesize it. The reactants are: [Cl:1][C:2]1[CH:3]=[CH:4][CH:5]=[C:6]2[C:10]=1[N:9]([CH2:11][CH2:12][CH2:13][CH2:14][CH3:15])[N:8]=[C:7]2[C:16]1[CH:21]=[CH:20][C:19]([O:22]C)=[CH:18][CH:17]=1.B(Br)(Br)Br.C1CCCCC=1. (6) Given the product [Cl:33][C:19]1[CH:20]=[C:21]([NH:24][C:25]2[CH:30]=[CH:29][C:28]([F:31])=[CH:27][C:26]=2[F:32])[CH:22]=[CH:23][C:18]=1[C:17]([C:12]1[CH:11]=[C:10]([N:8]2[CH:9]=[C:5]([C:3]([OH:4])=[O:2])[N:6]=[N:7]2)[CH:15]=[CH:14][C:13]=1[CH3:16])=[O:34], predict the reactants needed to synthesize it. The reactants are: C[O:2][C:3]([C:5]1[N:6]=[N:7][N:8]([C:10]2[CH:15]=[CH:14][C:13]([CH3:16])=[C:12]([C:17](=[O:34])[C:18]3[CH:23]=[CH:22][C:21]([NH:24][C:25]4[CH:30]=[CH:29][C:28]([F:31])=[CH:27][C:26]=4[F:32])=[CH:20][C:19]=3[Cl:33])[CH:11]=2)[CH:9]=1)=[O:4].O.[Li+].[OH-].CCOC(C)=O. (7) Given the product [CH3:19][S:20]([O:1][CH:2]1[CH2:10][CH2:9][CH:8]=[C:7]2[CH:3]1[CH2:4][O:5][C:6]2=[O:11])(=[O:22])=[O:21], predict the reactants needed to synthesize it. The reactants are: [OH:1][CH:2]1[CH2:10][CH2:9][CH:8]=[C:7]2[CH:3]1[CH2:4][O:5][C:6]2=[O:11].C(N(CC)CC)C.[CH3:19][S:20](Cl)(=[O:22])=[O:21].